This data is from Peptide-MHC class II binding affinity with 134,281 pairs from IEDB. The task is: Regression. Given a peptide amino acid sequence and an MHC pseudo amino acid sequence, predict their binding affinity value. This is MHC class II binding data. (1) The peptide sequence is EKKYEAATQFEPLAA. The MHC is HLA-DPA10103-DPB10601 with pseudo-sequence HLA-DPA10103-DPB10601. The binding affinity (normalized) is 0.526. (2) The peptide sequence is LLFCALASSCQVAFS. The MHC is DRB1_0802 with pseudo-sequence DRB1_0802. The binding affinity (normalized) is 0.594. (3) The peptide sequence is ALTALIRDPPADSTG. The MHC is DRB1_1201 with pseudo-sequence DRB1_1201. The binding affinity (normalized) is 0.298. (4) The peptide sequence is IGRIAETILGYNPSA. The MHC is H-2-IAd with pseudo-sequence H-2-IAd. The binding affinity (normalized) is 0.311. (5) The binding affinity (normalized) is 0.951. The peptide sequence is DTFRKLFRVYSNFLR. The MHC is DRB1_1501 with pseudo-sequence DRB1_1501. (6) The peptide sequence is GVTVIKNNMINNDLGP. The MHC is DRB1_0101 with pseudo-sequence DRB1_0101. The binding affinity (normalized) is 0.666. (7) The peptide sequence is EVIPTAFKIGKTYTP. The binding affinity (normalized) is 0.417. The MHC is DRB1_1101 with pseudo-sequence DRB1_1101.